This data is from Reaction yield outcomes from USPTO patents with 853,638 reactions. The task is: Predict the reaction yield, written as a fraction of the theoretical maximum amount of product (1.0 means a 100% yield; for example, 0.34 means a 34% yield). The reactants are C(O[C:4](=[O:12])[C:5]1[CH:10]=[CH:9][N:8]=[CH:7][C:6]=1[OH:11])C.[CH3:13][O:14][CH2:15][CH2:16][NH:17][CH3:18]. No catalyst specified. The product is [OH:11][C:6]1[CH:7]=[N:8][CH:9]=[CH:10][C:5]=1[C:4]([N:17]([CH2:16][CH2:15][O:14][CH3:13])[CH3:18])=[O:12]. The yield is 0.920.